Dataset: Reaction yield outcomes from USPTO patents with 853,638 reactions. Task: Predict the reaction yield, written as a fraction of the theoretical maximum amount of product (1.0 means a 100% yield; for example, 0.34 means a 34% yield). (1) The reactants are [CH2:1]([O:8][C:9](=[O:23])[NH:10][C@@H:11]1[CH2:19][CH2:18][CH2:17][C:16]2[N:15]([CH2:20][CH2:21][OH:22])[N:14]=[CH:13][C:12]1=2)[C:2]1[CH:7]=[CH:6][CH:5]=[CH:4][CH:3]=1.N1C=CC=CC=1.[CH3:30][S:31](Cl)(=[O:33])=[O:32]. The catalyst is ClCCl. The product is [CH2:1]([O:8][C:9]([NH:10][C@@H:11]1[CH2:19][CH2:18][CH2:17][C:16]2[N:15]([CH2:20][CH2:21][O:22][S:31]([CH3:30])(=[O:33])=[O:32])[N:14]=[CH:13][C:12]1=2)=[O:23])[C:2]1[CH:7]=[CH:6][CH:5]=[CH:4][CH:3]=1. The yield is 0.900. (2) The reactants are C([N:8]1[CH2:13][CH2:12][O:11][CH:10]([CH2:14][N:15]2[C:23]3[C:18](=[CH:19][CH:20]=[CH:21][CH:22]=3)[C:17]3([C:35]4[C:26](=[CH:27][C:28]5[O:33][CH2:32][CH2:31][O:30][C:29]=5[CH:34]=4)[O:25][CH2:24]3)[C:16]2=[O:36])[CH2:9]1)C1C=CC=CC=1.C(OCC)(=O)C. The product is [NH:8]1[CH2:13][CH2:12][O:11][CH:10]([CH2:14][N:15]2[C:23]3[C:18](=[CH:19][CH:20]=[CH:21][CH:22]=3)[C:17]3([C:35]4[C:26](=[CH:27][C:28]5[O:33][CH2:32][CH2:31][O:30][C:29]=5[CH:34]=4)[O:25][CH2:24]3)[C:16]2=[O:36])[CH2:9]1. The yield is 0.620. The catalyst is CO.[Pd]. (3) The reactants are [CH2:1]([NH2:8])[C:2]1[CH:7]=[CH:6][CH:5]=[CH:4][CH:3]=1.C(N(C(C)C)CC)(C)C.Br[CH2:19][CH2:20][CH:21]1[O:25][CH2:24][CH2:23][O:22]1. The catalyst is C(#N)C.C(OCC)(=O)C. The product is [CH2:1]([NH:8][CH2:19][CH2:20][CH:21]1[O:25][CH2:24][CH2:23][O:22]1)[C:2]1[CH:7]=[CH:6][CH:5]=[CH:4][CH:3]=1. The yield is 0.400.